Dataset: Forward reaction prediction with 1.9M reactions from USPTO patents (1976-2016). Task: Predict the product of the given reaction. (1) Given the reactants [F:1][C:2]([F:19])([F:18])[S:3]([C:6]1[CH:7]=[CH:8][C:9]2[O:14][CH2:13][CH:12]([CH2:15][OH:16])[O:11][C:10]=2[CH:17]=1)(=[O:5])=[O:4].[C:20]1(C)[C:21]([S:26](Cl)(=[O:28])=[O:27])=[CH:22][CH:23]=[CH:24][CH:25]=1.[CH2:31](Cl)Cl, predict the reaction product. The product is: [CH3:31][C:24]1[CH:25]=[CH:20][C:21]([S:26]([O:16][CH2:15][C@@H:12]2[O:11][C:10]3[CH:17]=[C:6]([S:3]([C:2]([F:1])([F:18])[F:19])(=[O:5])=[O:4])[CH:7]=[CH:8][C:9]=3[O:14][CH2:13]2)(=[O:27])=[O:28])=[CH:22][CH:23]=1. (2) Given the reactants [F:1][C:2]1[CH:10]=[CH:9][C:8]([F:11])=[C:7]2[C:3]=1[C:4]([C:12]([O:14]C)=[O:13])=[CH:5][NH:6]2.Cl[CH2:17][C:18]1[CH:23]=[CH:22][C:21]([C:24]2[CH:25]=[N:26][N:27]([CH3:29])[CH:28]=2)=[CH:20][C:19]=1[F:30], predict the reaction product. The product is: [F:1][C:2]1[CH:10]=[CH:9][C:8]([F:11])=[C:7]2[C:3]=1[C:4]([C:12]([OH:14])=[O:13])=[CH:5][N:6]2[CH2:17][C:18]1[CH:23]=[CH:22][C:21]([C:24]2[CH:25]=[N:26][N:27]([CH3:29])[CH:28]=2)=[CH:20][C:19]=1[F:30]. (3) Given the reactants Cl.[CH3:2][O:3][C:4]1[CH:5]=[CH:6][C:7]([NH2:11])=[C:8]([SH:10])[CH:9]=1.C(N(CC)CC)C.[Br:19][C:20]1[C:28]([O:29][CH3:30])=[CH:27][CH:26]=[CH:25][C:21]=1[C:22](Cl)=O.[OH-].[Na+], predict the reaction product. The product is: [CH3:2][O:3][C:4]1[CH:5]=[CH:6][C:7]2[N:11]=[C:22]([C:21]3[CH:25]=[CH:26][CH:27]=[C:28]([O:29][CH3:30])[C:20]=3[Br:19])[S:10][C:8]=2[CH:9]=1.